This data is from NCI-60 drug combinations with 297,098 pairs across 59 cell lines. The task is: Regression. Given two drug SMILES strings and cell line genomic features, predict the synergy score measuring deviation from expected non-interaction effect. (1) Drug 1: CN(CCCl)CCCl.Cl. Drug 2: C1CN(P(=O)(OC1)NCCCl)CCCl. Cell line: HT29. Synergy scores: CSS=6.85, Synergy_ZIP=-2.13, Synergy_Bliss=2.12, Synergy_Loewe=-17.3, Synergy_HSA=-2.28. (2) Drug 1: CC(C)(C#N)C1=CC(=CC(=C1)CN2C=NC=N2)C(C)(C)C#N. Drug 2: N.N.Cl[Pt+2]Cl. Cell line: OVCAR-4. Synergy scores: CSS=33.4, Synergy_ZIP=-1.01, Synergy_Bliss=-3.60, Synergy_Loewe=-4.13, Synergy_HSA=-4.84. (3) Drug 1: C1CCN(CC1)CCOC2=CC=C(C=C2)C(=O)C3=C(SC4=C3C=CC(=C4)O)C5=CC=C(C=C5)O. Drug 2: COC1=NC(=NC2=C1N=CN2C3C(C(C(O3)CO)O)O)N. Cell line: 786-0. Synergy scores: CSS=1.87, Synergy_ZIP=-2.08, Synergy_Bliss=-0.283, Synergy_Loewe=0.556, Synergy_HSA=0.896. (4) Drug 1: CCCCCOC(=O)NC1=NC(=O)N(C=C1F)C2C(C(C(O2)C)O)O. Drug 2: C1=NC(=NC(=O)N1C2C(C(C(O2)CO)O)O)N. Synergy scores: CSS=9.53, Synergy_ZIP=-3.56, Synergy_Bliss=-3.32, Synergy_Loewe=-13.3, Synergy_HSA=-1.78. Cell line: IGROV1. (5) Drug 1: C1=CC(=CC=C1CCC2=CNC3=C2C(=O)NC(=N3)N)C(=O)NC(CCC(=O)O)C(=O)O. Drug 2: CC1=CC2C(CCC3(C2CCC3(C(=O)C)OC(=O)C)C)C4(C1=CC(=O)CC4)C. Cell line: HT29. Synergy scores: CSS=14.7, Synergy_ZIP=-0.646, Synergy_Bliss=-4.96, Synergy_Loewe=-29.2, Synergy_HSA=-5.35. (6) Synergy scores: CSS=-1.02, Synergy_ZIP=-2.66, Synergy_Bliss=-6.16, Synergy_Loewe=-6.29, Synergy_HSA=-6.87. Drug 2: C1CN(P(=O)(OC1)NCCCl)CCCl. Drug 1: C(CC(=O)O)C(=O)CN.Cl. Cell line: OVCAR-8. (7) Drug 1: C1=CC(=C2C(=C1NCCNCCO)C(=O)C3=C(C=CC(=C3C2=O)O)O)NCCNCCO. Drug 2: CC1C(C(CC(O1)OC2CC(CC3=C2C(=C4C(=C3O)C(=O)C5=C(C4=O)C(=CC=C5)OC)O)(C(=O)CO)O)N)O.Cl. Cell line: HCT-15. Synergy scores: CSS=35.7, Synergy_ZIP=-6.57, Synergy_Bliss=-4.67, Synergy_Loewe=-0.788, Synergy_HSA=0.609. (8) Drug 1: CNC(=O)C1=CC=CC=C1SC2=CC3=C(C=C2)C(=NN3)C=CC4=CC=CC=N4. Drug 2: C1=CN(C(=O)N=C1N)C2C(C(C(O2)CO)O)O.Cl. Cell line: IGROV1. Synergy scores: CSS=3.42, Synergy_ZIP=-3.81, Synergy_Bliss=-5.91, Synergy_Loewe=-10.3, Synergy_HSA=-5.95. (9) Synergy scores: CSS=-0.640, Synergy_ZIP=-0.126, Synergy_Bliss=-0.516, Synergy_Loewe=-5.22, Synergy_HSA=-2.90. Drug 2: C1=NC2=C(N=C(N=C2N1C3C(C(C(O3)CO)O)F)Cl)N. Cell line: MALME-3M. Drug 1: CC12CCC3C(C1CCC2O)C(CC4=C3C=CC(=C4)O)CCCCCCCCCS(=O)CCCC(C(F)(F)F)(F)F.